Dataset: Full USPTO retrosynthesis dataset with 1.9M reactions from patents (1976-2016). Task: Predict the reactants needed to synthesize the given product. (1) Given the product [OH:7][CH:4]1[CH2:5][CH2:6][N:1]([C:15](=[O:20])[C:16]([CH3:19])([CH3:18])[CH3:17])[CH2:2][CH2:3]1, predict the reactants needed to synthesize it. The reactants are: [NH:1]1[CH2:6][CH2:5][CH:4]([OH:7])[CH2:3][CH2:2]1.C(N(CC)CC)C.[C:15](Cl)(=[O:20])[C:16]([CH3:19])([CH3:18])[CH3:17].[NH4+]. (2) The reactants are: C(OC([N:6]1[C:33]2[C:28](=[CH:29][CH:30]=[C:31]([Cl:34])[CH:32]=2)[C:8]2([CH:13]([CH:14]3[CH2:19][CH2:18][CH2:17][CH2:16][CH2:15]3)[CH2:12][C:11](=[O:20])[NH:10][CH:9]2[C:21]2[CH:26]=[CH:25][C:24]([Cl:27])=[CH:23][CH:22]=2)[C:7]1=[O:35])=O)C.[OH-].[Na+]. Given the product [Cl:34][C:31]1[CH:32]=[C:33]2[NH:6][C:7](=[O:35])[C:8]3([CH:13]([CH:14]4[CH2:15][CH2:16][CH2:17][CH2:18][CH2:19]4)[CH2:12][C:11](=[O:20])[NH:10][CH:9]3[C:21]3[CH:22]=[CH:23][C:24]([Cl:27])=[CH:25][CH:26]=3)[C:28]2=[CH:29][CH:30]=1, predict the reactants needed to synthesize it. (3) Given the product [Cl:42][C:43]1[CH:48]=[CH:47][C:46]([C@@H:49]([NH:51][C:31]([NH:20][C:19]2[CH:21]=[CH:22][C:16]([O:15][C:6]3[C:5]4[C:10](=[CH:11][C:12]([O:13][CH3:14])=[C:3]([O:2][CH3:1])[CH:4]=4)[N:9]=[CH:8][CH:7]=3)=[CH:17][CH:18]=2)=[O:33])[CH3:50])=[CH:45][CH:44]=1, predict the reactants needed to synthesize it. The reactants are: [CH3:1][O:2][C:3]1[CH:4]=[C:5]2[C:10](=[CH:11][C:12]=1[O:13][CH3:14])[N:9]=[CH:8][CH:7]=[C:6]2[O:15][C:16]1[CH:22]=[CH:21][C:19]([NH2:20])=[CH:18][CH:17]=1.C(N(CC)CC)C.Cl[C:31](Cl)([O:33]C(=O)OC(Cl)(Cl)Cl)Cl.[Cl:42][C:43]1[CH:48]=[CH:47][C:46]([C@@H:49]([NH2:51])[CH3:50])=[CH:45][CH:44]=1. (4) Given the product [CH3:14][N:1]1[CH2:5][CH2:4][C@H:3]([NH:6][C:7](=[O:13])[O:8][C:9]([CH3:10])([CH3:12])[CH3:11])[CH2:2]1, predict the reactants needed to synthesize it. The reactants are: [NH:1]1[CH2:5][CH2:4][C@H:3]([NH:6][C:7](=[O:13])[O:8][C:9]([CH3:12])([CH3:11])[CH3:10])[CH2:2]1.[CH2:14]=O.[BH4-].[Na+].O. (5) Given the product [Cl:15][CH2:16][CH2:17][C:18]([C:2]1[CH:7]=[C:6]([Cl:8])[CH:5]=[CH:4][C:3]=1[F:9])=[O:19], predict the reactants needed to synthesize it. The reactants are: Br[C:2]1[CH:7]=[C:6]([Cl:8])[CH:5]=[CH:4][C:3]=1[F:9].C([Mg]Cl)(C)C.[Cl:15][CH2:16][CH2:17][C:18](Cl)=[O:19]. (6) Given the product [C:8]([O:7][C:6](=[O:12])[NH:5][CH:3]1[CH2:4][N:1]([C:21](=[O:22])[CH3:20])[CH2:2]1)([CH3:9])([CH3:11])[CH3:10], predict the reactants needed to synthesize it. The reactants are: [NH:1]1[CH2:4][CH:3]([NH:5][C:6](=[O:12])[O:7][C:8]([CH3:11])([CH3:10])[CH3:9])[CH2:2]1.CCN(CC)CC.[CH3:20][C:21](OC(C)=O)=[O:22]. (7) Given the product [CH:19]1([CH:5]([C:4]2[CH:16]=[CH:17][CH:18]=[C:2]([OH:1])[CH:3]=2)[CH:6]2[C:7](=[O:15])[O:8][C:9]([CH3:14])([CH3:13])[O:10][C:11]2=[O:12])[CH2:21][CH2:20]1, predict the reactants needed to synthesize it. The reactants are: [OH:1][C:2]1[CH:3]=[C:4]([CH:16]=[CH:17][CH:18]=1)[CH:5]=[C:6]1[C:11](=[O:12])[O:10][C:9]([CH3:14])([CH3:13])[O:8][C:7]1=[O:15].[CH:19]1([Mg]Br)[CH2:21][CH2:20]1.